Dataset: Forward reaction prediction with 1.9M reactions from USPTO patents (1976-2016). Task: Predict the product of the given reaction. (1) Given the reactants [N:1]1[S:5][N:4]=[C:3]2[C:6]([S:10]([NH:13][C:14]3[CH:35]=[C:34]([Cl:36])[CH:33]=[CH:32][C:15]=3[C:16]([NH:18][C@@H:19]([CH2:23][C:24]3[CH:29]=[CH:28][C:27]([Cl:30])=[C:26]([Cl:31])[CH:25]=3)[C:20](O)=[O:21])=[O:17])(=[O:12])=[O:11])=[CH:7][CH:8]=[CH:9][C:2]=12.[CH2:37]([NH2:44])[C:38]1[CH:43]=[CH:42][CH:41]=[CH:40][CH:39]=1, predict the reaction product. The product is: [N:1]1[S:5][N:4]=[C:3]2[C:6]([S:10]([NH:13][C:14]3[CH:35]=[C:34]([Cl:36])[CH:33]=[CH:32][C:15]=3[C:16]([NH:18][C@H:19]([C:20](=[O:21])[NH:44][CH2:37][C:38]3[CH:43]=[CH:42][CH:41]=[CH:40][CH:39]=3)[CH2:23][C:24]3[CH:29]=[CH:28][C:27]([Cl:30])=[C:26]([Cl:31])[CH:25]=3)=[O:17])(=[O:12])=[O:11])=[CH:7][CH:8]=[CH:9][C:2]=12. (2) Given the reactants [CH3:1][S:2][C:3]1[CH:11]=[CH:10][C:6]([C:7]([OH:9])=O)=[CH:5][C:4]=1[O:12][CH2:13][CH2:14][C:15]1[CH:16]=[C:17]([CH3:21])[CH:18]=[CH:19][CH:20]=1.CN(C=O)C.C(Cl)(=O)C(Cl)=O.Cl.[CH3:34][O:35][C:36]([C:38]1([NH2:47])[CH2:46][C:45]2[C:40](=[CH:41][CH:42]=[CH:43][CH:44]=2)[CH2:39]1)=[O:37].C(=O)([O-])O.[Na+], predict the reaction product. The product is: [CH3:34][O:35][C:36]([C:38]1([NH:47][C:7](=[O:9])[C:6]2[CH:10]=[CH:11][C:3]([S:2][CH3:1])=[C:4]([O:12][CH2:13][CH2:14][C:15]3[CH:16]=[C:17]([CH3:21])[CH:18]=[CH:19][CH:20]=3)[CH:5]=2)[CH2:46][C:45]2[C:40](=[CH:41][CH:42]=[CH:43][CH:44]=2)[CH2:39]1)=[O:37]. (3) Given the reactants COC1C=CC(C[NH:8][C:9]2[CH:14]=[C:13]([C:15]([F:18])([F:17])[F:16])[CH:12]=[C:11]([C:19]3[CH:24]=[CH:23][C:22]([C:25]([F:28])([F:27])[F:26])=[CH:21][CH:20]=3)[N:10]=2)=CC=1, predict the reaction product. The product is: [F:18][C:15]([F:16])([F:17])[C:13]1[CH:12]=[C:11]([C:19]2[CH:24]=[CH:23][C:22]([C:25]([F:26])([F:28])[F:27])=[CH:21][CH:20]=2)[N:10]=[C:9]([NH2:8])[CH:14]=1. (4) Given the reactants [Cl:1][C:2]1[CH:10]=[C:9]2[C:5]([CH:6]=[N:7][N:8]2C(=O)C)=[C:4]([NH:14][C:15]2[C:23]3[C:18](=[CH:19][N:20]=[CH:21][CH:22]=3)[O:17][C:16]=2[C:24]2[N:29]=[CH:28][CH:27]=[CH:26][N:25]=2)[CH:3]=1.Cl, predict the reaction product. The product is: [Cl:1][C:2]1[CH:10]=[C:9]2[C:5]([CH:6]=[N:7][NH:8]2)=[C:4]([NH:14][C:15]2[C:23]3[C:18](=[CH:19][N:20]=[CH:21][CH:22]=3)[O:17][C:16]=2[C:24]2[N:25]=[CH:26][CH:27]=[CH:28][N:29]=2)[CH:3]=1. (5) Given the reactants [CH2:1]([C@H:3]1[CH2:8][N:7]([CH:9]2[CH2:12][O:11][CH2:10]2)[CH2:6][CH2:5][N:4]1[C:13]1[CH:14]=[CH:15][C:16]([NH:19][C:20]2[C:21](=[O:36])[N:22]([CH3:35])[CH:23]=[C:24](B3OC(C)(C)C(C)(C)O3)[CH:25]=2)=[N:17][CH:18]=1)[CH3:2].[C:37]([O:40][CH2:41][C:42]1[C:47]([N:48]2[CH2:59][CH2:58][N:57]3[C:50](=[CH:51][C:52]4[CH2:53][C:54]([CH3:61])([CH3:60])[CH2:55][C:56]=43)[C:49]2=[O:62])=[CH:46][C:45]([F:63])=[CH:44][C:43]=1B1OC(C)(C)C(C)(C)O1)(=[O:39])[CH3:38].[O-]P([O-])([O-])=O.[K+].[K+].[K+].C([O-])(=O)C.[Na+], predict the reaction product. The product is: [C:37]([O:40][CH2:41][C:42]1[C:43]([C:24]2[CH:25]=[C:20]([NH:19][C:16]3[CH:15]=[CH:14][C:13]([N:4]4[CH2:5][CH2:6][N:7]([CH:9]5[CH2:10][O:11][CH2:12]5)[CH2:8][C@@H:3]4[CH2:1][CH3:2])=[CH:18][N:17]=3)[C:21](=[O:36])[N:22]([CH3:35])[CH:23]=2)=[CH:44][C:45]([F:63])=[CH:46][C:47]=1[N:48]1[CH2:59][CH2:58][N:57]2[C:50](=[CH:51][C:52]3[CH2:53][C:54]([CH3:61])([CH3:60])[CH2:55][C:56]=32)[C:49]1=[O:62])(=[O:39])[CH3:38]. (6) Given the reactants [OH:1][C:2]1([C:30]2[CH:35]=[CH:34][CH:33]=[CH:32][N:31]=2)[CH2:7][CH2:6][CH:5]([NH:8][C@H:9]2[CH2:13][CH2:12][N:11]([C:14](=[O:29])[CH2:15][NH:16][C:17](=[O:28])[C:18]3[CH:23]=[CH:22][CH:21]=[C:20]([C:24]([F:27])([F:26])[F:25])[CH:19]=3)[CH2:10]2)[CH2:4][CH2:3]1.[CH2:36]=[O:37].[BH-](OC(C)=O)(OC(C)=O)[O:39][C:40](C)=O.[Na+], predict the reaction product. The product is: [OH:1][C:2]1([C:30]2[CH:35]=[CH:34][CH:33]=[CH:32][N:31]=2)[CH2:3][CH2:4][CH:5]([N:8]([CH3:40])[C@H:9]2[CH2:13][CH2:12][N:11]([C:14](=[O:29])[CH2:15][NH:16][C:17](=[O:28])[C:18]3[CH:23]=[CH:22][CH:21]=[C:20]([C:24]([F:26])([F:27])[F:25])[CH:19]=3)[CH2:10]2)[CH2:6][CH2:7]1.[C:36]([OH:39])([C:24]([F:27])([F:26])[F:25])=[O:37]. (7) Given the reactants C(=O)([O-])[O-].[K+].[K+].Cl[CH2:8][C:9]1[CH:26]=[CH:25][CH:24]=[CH:23][C:10]=1[CH2:11][N:12]1[C:20](=[O:21])[C:19]2[C:14](=[CH:15][CH:16]=[CH:17][CH:18]=2)[C:13]1=[O:22].[Cl:27][C:28]1[CH:29]=[C:30]([CH:42]=[CH:43][C:44]=1[O:45][CH3:46])[CH2:31][N:32]1[C:37]([CH3:38])=[CH:36][C:35]([OH:39])=[C:34]([I:40])[C:33]1=[O:41], predict the reaction product. The product is: [Cl:27][C:28]1[CH:29]=[C:30]([CH:42]=[CH:43][C:44]=1[O:45][CH3:46])[CH2:31][N:32]1[C:37]([CH3:38])=[CH:36][C:35]([O:39][CH2:8][C:9]2[CH:26]=[CH:25][CH:24]=[CH:23][C:10]=2[CH2:11][N:12]2[C:20](=[O:21])[C:19]3[C:14](=[CH:15][CH:16]=[CH:17][CH:18]=3)[C:13]2=[O:22])=[C:34]([I:40])[C:33]1=[O:41]. (8) Given the reactants [Cl:1][C:2]1[N:7]=[C:6]([C:8](O)=[O:9])[CH:5]=[CH:4][C:3]=1[O:11][CH2:12][O:13][CH3:14].[CH3:15][N:16](C(ON1N=NC2C=CC=CC1=2)=[N+](C)C)[CH3:17].[B-](F)(F)(F)F.CNC, predict the reaction product. The product is: [Cl:1][C:2]1[N:7]=[C:6]([C:8]([N:16]([CH3:17])[CH3:15])=[O:9])[CH:5]=[CH:4][C:3]=1[O:11][CH2:12][O:13][CH3:14]. (9) Given the reactants C([O:4][CH:5]1[CH:17]=[CH:16][C:15]2[C:14]3[C:9](=[CH:10][C:11]([O:18]C(=O)C)=[CH:12][CH:13]=3)[C:8]([CH3:23])([CH3:22])[C:7]=2[C:6]1=[O:24])(=O)C.O.[OH-].[Li+].Cl, predict the reaction product. The product is: [OH:4][CH:5]1[CH:17]=[CH:16][C:15]2[C:14]3[C:9](=[CH:10][C:11]([OH:18])=[CH:12][CH:13]=3)[C:8]([CH3:22])([CH3:23])[C:7]=2[C:6]1=[O:24].